This data is from NCI-60 drug combinations with 297,098 pairs across 59 cell lines. The task is: Regression. Given two drug SMILES strings and cell line genomic features, predict the synergy score measuring deviation from expected non-interaction effect. (1) Drug 1: C1CCN(CC1)CCOC2=CC=C(C=C2)C(=O)C3=C(SC4=C3C=CC(=C4)O)C5=CC=C(C=C5)O. Drug 2: CCC1(CC2CC(C3=C(CCN(C2)C1)C4=CC=CC=C4N3)(C5=C(C=C6C(=C5)C78CCN9C7C(C=CC9)(C(C(C8N6C=O)(C(=O)OC)O)OC(=O)C)CC)OC)C(=O)OC)O.OS(=O)(=O)O. Cell line: SW-620. Synergy scores: CSS=48.8, Synergy_ZIP=8.56, Synergy_Bliss=11.1, Synergy_Loewe=-34.7, Synergy_HSA=6.56. (2) Drug 1: C1CN1C2=NC(=NC(=N2)N3CC3)N4CC4. Drug 2: CNC(=O)C1=NC=CC(=C1)OC2=CC=C(C=C2)NC(=O)NC3=CC(=C(C=C3)Cl)C(F)(F)F. Cell line: NCIH23. Synergy scores: CSS=13.8, Synergy_ZIP=-20.5, Synergy_Bliss=-37.3, Synergy_Loewe=-26.5, Synergy_HSA=-38.3. (3) Drug 1: CCC(=C(C1=CC=CC=C1)C2=CC=C(C=C2)OCCN(C)C)C3=CC=CC=C3.C(C(=O)O)C(CC(=O)O)(C(=O)O)O. Drug 2: C(CC(=O)O)C(=O)CN.Cl. Cell line: SK-MEL-28. Synergy scores: CSS=2.76, Synergy_ZIP=-3.67, Synergy_Bliss=-7.63, Synergy_Loewe=-5.27, Synergy_HSA=-5.75. (4) Drug 1: C1=NC2=C(N=C(N=C2N1C3C(C(C(O3)CO)O)O)F)N. Drug 2: COC1=C2C(=CC3=C1OC=C3)C=CC(=O)O2. Cell line: OVCAR-8. Synergy scores: CSS=33.3, Synergy_ZIP=-0.201, Synergy_Bliss=-2.42, Synergy_Loewe=-23.1, Synergy_HSA=-2.31. (5) Drug 1: C1=CC=C(C=C1)NC(=O)CCCCCCC(=O)NO. Drug 2: C1CN(P(=O)(OC1)NCCCl)CCCl. Cell line: LOX IMVI. Synergy scores: CSS=26.4, Synergy_ZIP=2.65, Synergy_Bliss=3.19, Synergy_Loewe=-6.68, Synergy_HSA=1.15. (6) Drug 1: CC(CN1CC(=O)NC(=O)C1)N2CC(=O)NC(=O)C2. Drug 2: C1CCC(C(C1)N)N.C(=O)(C(=O)[O-])[O-].[Pt+4]. Cell line: NCI-H522. Synergy scores: CSS=18.9, Synergy_ZIP=-6.92, Synergy_Bliss=-3.18, Synergy_Loewe=-1.81, Synergy_HSA=-0.168. (7) Drug 1: C1C(C(OC1N2C=C(C(=O)NC2=O)F)CO)O. Drug 2: CN1C(=O)N2C=NC(=C2N=N1)C(=O)N. Cell line: OVCAR3. Synergy scores: CSS=10.6, Synergy_ZIP=3.83, Synergy_Bliss=9.41, Synergy_Loewe=-4.97, Synergy_HSA=7.86.